Dataset: Forward reaction prediction with 1.9M reactions from USPTO patents (1976-2016). Task: Predict the product of the given reaction. (1) Given the reactants P([O-])([O-])([O-])=O.O=C[C@@H]([C@H]([C@@H]([C@@H](CO)O)O)O)O.CC1C(C)=CC2N(C[C@H](O)[C@H](O)[C@H](O)CO)C3C(=NC=2C=1)C(=O)NC(=O)N=3.C1N=C(N)C2N=CN([C@@H]3O[C@H](COP(OP(OC[C@H]4O[C@@H](N5C=C(C(N)=O)CC=C5)[C@H](O)[C@@H]4O)(O)=O)(O)=O)[C@@H](O)[C@H]3O)C=2N=1.[C:89]([NH:92][CH2:93][CH:94]([C:99](=[O:101])[CH3:100])[C:95]([O:97][CH3:98])=[O:96])(=[O:91])[CH3:90], predict the reaction product. The product is: [C:89]([NH:92][CH2:93][C@@H:94]([C@H:99]([OH:101])[CH3:100])[C:95]([O:97][CH3:98])=[O:96])(=[O:91])[CH3:90]. (2) Given the reactants [N:1]1[C:10]2[C:5](=[CH:6][N:7]=[CH:8][CH:9]=2)[CH:4]=[CH:3][C:2]=1[NH:11][C:12]([C:14]1[C:18]2[N:19]=[C:20]([NH:23][C@@H:24]3[CH2:29][CH2:28][CH2:27][CH2:26][C@@H:25]3[NH:30]C(=O)OC(C)(C)C)[N:21]=[CH:22][C:17]=2[S:16][CH:15]=1)=[O:13], predict the reaction product. The product is: [N:1]1[C:10]2[C:5](=[CH:6][N:7]=[CH:8][CH:9]=2)[CH:4]=[CH:3][C:2]=1[NH:11][C:12]([C:14]1[C:18]2[N:19]=[C:20]([NH:23][C@@H:24]3[CH2:29][CH2:28][CH2:27][CH2:26][C@@H:25]3[NH2:30])[N:21]=[CH:22][C:17]=2[S:16][CH:15]=1)=[O:13]. (3) Given the reactants [BH4-].[Na+].[F:3][C:4]([F:21])([F:20])[C:5]([NH:7][CH:8]1[C:16]2[C:11](=[CH:12][CH:13]=[C:14]([O:17][CH3:18])[CH:15]=2)[C:10](=[O:19])[CH2:9]1)=[O:6], predict the reaction product. The product is: [F:3][C:4]([F:20])([F:21])[C:5]([NH:7][C@H:8]1[C:16]2[C:11](=[CH:12][CH:13]=[C:14]([O:17][CH3:18])[CH:15]=2)[C@@H:10]([OH:19])[CH2:9]1)=[O:6]. (4) Given the reactants [C:1]([O:5][C:6]([N:8]1[CH2:13][CH2:12][NH:11][CH2:10][CH2:9]1)=[O:7])([CH3:4])([CH3:3])[CH3:2].Br[C:15]([CH3:22])([CH3:21])[C:16]([O:18][CH2:19][CH3:20])=[O:17].C(=O)([O-])[O-].[K+].[K+], predict the reaction product. The product is: [C:1]([O:5][C:6]([N:8]1[CH2:13][CH2:12][N:11]([C:15]([C:16]([O:18][CH2:19][CH3:20])=[O:17])([CH3:22])[CH3:21])[CH2:10][CH2:9]1)=[O:7])([CH3:4])([CH3:2])[CH3:3]. (5) The product is: [Cl:1][C:2]1[CH:7]=[CH:6][C:5]([NH:8][C:9](=[O:34])[CH2:10][CH2:11][C:12]2[CH:13]=[CH:14][C:15]([O:16][C:17]3[CH:22]=[CH:21][N:20]=[C:19]([C:23]4[NH:24][CH2:25][CH:26]([CH2:28][OH:29])[N:27]=4)[CH:18]=3)=[CH:32][CH:33]=2)=[CH:4][C:3]=1[C:35]([F:36])([F:37])[F:38]. Given the reactants [Cl:1][C:2]1[CH:7]=[CH:6][C:5]([NH:8][C:9](=[O:34])[CH2:10][CH2:11][C:12]2[CH:33]=[CH:32][C:15]([O:16][C:17]3[CH:22]=[CH:21][N:20]=[C:19]([C:23]4[NH:24][CH2:25][CH:26]([C:28](OC)=[O:29])[N:27]=4)[CH:18]=3)=[CH:14][CH:13]=2)=[CH:4][C:3]=1[C:35]([F:38])([F:37])[F:36].[BH4-].[Na+].Cl, predict the reaction product. (6) Given the reactants [O:1]=[C:2]([CH2:9][C:10]([O:12][CH2:13][CH3:14])=[O:11])[CH2:3][C:4]([O:6][CH2:7][CH3:8])=[O:5].[H-].[Na+].I[CH3:18], predict the reaction product. The product is: [CH3:18][CH:9]([C:2](=[O:1])[CH2:3][C:4]([O:6][CH2:7][CH3:8])=[O:5])[C:10]([O:12][CH2:13][CH3:14])=[O:11]. (7) Given the reactants [Cl:1][C:2]1[C:7]([CH2:8][NH2:9])=[CH:6][CH:5]=[C:4]([C:10]([F:13])([F:12])[F:11])[N:3]=1.[F:14][C:15]1[CH:16]=[C:17]([CH:27]([CH3:31])[C:28](O)=[O:29])[CH:18]=[CH:19][C:20]=1[CH2:21][NH:22][S:23]([CH3:26])(=[O:25])=[O:24].ON1C2C=CC=CC=2N=N1.F[B-](F)(F)F.N1(OC(N(C)C)=[N+](C)C)C2C=CC=CC=2N=N1.C(N(C(C)C)C(C)C)C, predict the reaction product. The product is: [Cl:1][C:2]1[C:7]([CH2:8][NH:9][C:28](=[O:29])[CH:27]([C:17]2[CH:18]=[CH:19][C:20]([CH2:21][NH:22][S:23]([CH3:26])(=[O:24])=[O:25])=[C:15]([F:14])[CH:16]=2)[CH3:31])=[CH:6][CH:5]=[C:4]([C:10]([F:11])([F:12])[F:13])[N:3]=1. (8) Given the reactants [CH2:1]([CH:8]1[CH2:14][N:13]([CH2:15][C:16]([NH:18]C2C=CC=CC=2)=[O:17])[C:12](=[O:25])[CH2:11][N:10]([S:26]([C:29]2[CH:34]=[CH:33][C:32]([Cl:35])=[CH:31][CH:30]=2)(=[O:28])=[O:27])[C:9]1=[O:36])[C:2]1[CH:7]=[CH:6][CH:5]=[CH:4][CH:3]=1.NC1C=CC=CC=1.[CH2:44](N)[C:45]1[CH:50]=[CH:49][CH:48]=[CH:47][CH:46]=1, predict the reaction product. The product is: [CH2:44]([NH:18][C:16](=[O:17])[CH2:15][N:13]1[CH2:14][CH:8]([CH2:1][C:2]2[CH:7]=[CH:6][CH:5]=[CH:4][CH:3]=2)[C:9](=[O:36])[N:10]([S:26]([C:29]2[CH:34]=[CH:33][C:32]([Cl:35])=[CH:31][CH:30]=2)(=[O:28])=[O:27])[CH2:11][C:12]1=[O:25])[C:45]1[CH:50]=[CH:49][CH:48]=[CH:47][CH:46]=1. (9) Given the reactants [CH:1]1([CH:4]([C:11]2[CH:16]=[CH:15][CH:14]=[C:13]([CH2:17][N:18]([C:31]3[CH:36]=[CH:35][C:34]([C:37]4[CH:42]=[C:41]([O:43][CH3:44])[CH:40]=[CH:39][C:38]=4[F:45])=[C:33]([CH2:46][C:47]([CH3:50])([CH3:49])[CH3:48])[CH:32]=3)S(C3C=CC=CC=3[N+]([O-])=O)(=O)=O)[CH:12]=2)[CH2:5][C:6]([O:8][CH2:9][CH3:10])=[O:7])[CH2:3][CH2:2]1.SCC(O)=O.O.[OH-].[Li+].C(=O)([O-])O.[Na+], predict the reaction product. The product is: [CH:1]1([CH:4]([C:11]2[CH:16]=[CH:15][CH:14]=[C:13]([CH2:17][NH:18][C:31]3[CH:36]=[CH:35][C:34]([C:37]4[CH:42]=[C:41]([O:43][CH3:44])[CH:40]=[CH:39][C:38]=4[F:45])=[C:33]([CH2:46][C:47]([CH3:48])([CH3:50])[CH3:49])[CH:32]=3)[CH:12]=2)[CH2:5][C:6]([O:8][CH2:9][CH3:10])=[O:7])[CH2:3][CH2:2]1. (10) Given the reactants [CH:1]12[NH:8][CH:5]([CH2:6][CH2:7]1)[CH2:4][CH:3]([C:9]1[C:14]3[C:15](=[O:19])[CH2:16][CH2:17][NH:18][C:13]=3[N:12]3[N:20]=[CH:21][C:22]([C:23]4[CH:24]=[N:25][C:26]([C:29]5[CH:34]=[CH:33][CH:32]=[CH:31][CH:30]=5)=[CH:27][CH:28]=4)=[C:11]3[N:10]=1)[CH2:2]2.[NH:35]1[CH:39]=[N:38][C:37]([C:40](O)=[O:41])=[N:36]1.C1C=CC2N(O)N=NC=2C=1.CCN(C(C)C)C(C)C, predict the reaction product. The product is: [N:35]1[N:36]=[C:37]([C:40]([N:8]2[CH:1]3[CH2:7][CH2:6][CH:5]2[CH2:4][CH:3]([C:9]2[C:14]4[C:15](=[O:19])[CH2:16][CH2:17][NH:18][C:13]=4[N:12]4[N:20]=[CH:21][C:22]([C:23]5[CH:24]=[N:25][C:26]([C:29]6[CH:30]=[CH:31][CH:32]=[CH:33][CH:34]=6)=[CH:27][CH:28]=5)=[C:11]4[N:10]=2)[CH2:2]3)=[O:41])[NH:38][CH:39]=1.